Dataset: Peptide-MHC class I binding affinity with 185,985 pairs from IEDB/IMGT. Task: Regression. Given a peptide amino acid sequence and an MHC pseudo amino acid sequence, predict their binding affinity value. This is MHC class I binding data. (1) The peptide sequence is DYPDDFMDK. The MHC is HLA-B58:01 with pseudo-sequence HLA-B58:01. The binding affinity (normalized) is 0.0847. (2) The peptide sequence is YLFQWNDNV. The MHC is HLA-A02:19 with pseudo-sequence HLA-A02:19. The binding affinity (normalized) is 1.00. (3) The peptide sequence is KLVGINMSKK. The MHC is HLA-A33:01 with pseudo-sequence HLA-A33:01. The binding affinity (normalized) is 0.149. (4) The peptide sequence is VFFKQWFEK. The MHC is HLA-B08:03 with pseudo-sequence HLA-B08:03. The binding affinity (normalized) is 0.0847.